Dataset: NCI-60 drug combinations with 297,098 pairs across 59 cell lines. Task: Regression. Given two drug SMILES strings and cell line genomic features, predict the synergy score measuring deviation from expected non-interaction effect. (1) Drug 1: C(CC(=O)O)C(=O)CN.Cl. Drug 2: C1=NNC2=C1C(=O)NC=N2. Cell line: NCI/ADR-RES. Synergy scores: CSS=3.60, Synergy_ZIP=-0.794, Synergy_Bliss=0.881, Synergy_Loewe=1.09, Synergy_HSA=1.51. (2) Drug 1: CC1=C(N=C(N=C1N)C(CC(=O)N)NCC(C(=O)N)N)C(=O)NC(C(C2=CN=CN2)OC3C(C(C(C(O3)CO)O)O)OC4C(C(C(C(O4)CO)O)OC(=O)N)O)C(=O)NC(C)C(C(C)C(=O)NC(C(C)O)C(=O)NCCC5=NC(=CS5)C6=NC(=CS6)C(=O)NCCC[S+](C)C)O. Drug 2: C(CC(=O)O)C(=O)CN.Cl. Cell line: NCIH23. Synergy scores: CSS=30.8, Synergy_ZIP=0.249, Synergy_Bliss=0.816, Synergy_Loewe=-19.3, Synergy_HSA=4.42. (3) Drug 1: C1=NC2=C(N=C(N=C2N1C3C(C(C(O3)CO)O)O)F)N. Drug 2: CC1=C(C=C(C=C1)C(=O)NC2=CC(=CC(=C2)C(F)(F)F)N3C=C(N=C3)C)NC4=NC=CC(=N4)C5=CN=CC=C5. Cell line: NCI-H460. Synergy scores: CSS=-0.394, Synergy_ZIP=0.451, Synergy_Bliss=0.641, Synergy_Loewe=-0.00522, Synergy_HSA=-1.29. (4) Drug 1: CC1=CC=C(C=C1)C2=CC(=NN2C3=CC=C(C=C3)S(=O)(=O)N)C(F)(F)F. Drug 2: CC1=C(C(CCC1)(C)C)C=CC(=CC=CC(=CC(=O)O)C)C. Cell line: OVCAR-4. Synergy scores: CSS=2.58, Synergy_ZIP=1.12, Synergy_Bliss=4.37, Synergy_Loewe=1.20, Synergy_HSA=1.73. (5) Drug 1: C1CCN(CC1)CCOC2=CC=C(C=C2)C(=O)C3=C(SC4=C3C=CC(=C4)O)C5=CC=C(C=C5)O. Drug 2: CC12CCC3C(C1CCC2O)C(CC4=C3C=CC(=C4)O)CCCCCCCCCS(=O)CCCC(C(F)(F)F)(F)F. Cell line: SK-MEL-5. Synergy scores: CSS=-0.302, Synergy_ZIP=4.45, Synergy_Bliss=6.47, Synergy_Loewe=1.11, Synergy_HSA=-0.413.